Dataset: Forward reaction prediction with 1.9M reactions from USPTO patents (1976-2016). Task: Predict the product of the given reaction. (1) Given the reactants F[C:2]1[CH:7]=[CH:6][C:5]([N+:8]([O-:10])=[O:9])=[CH:4][CH:3]=1.[NH:11]([CH2:15][CH2:16][OH:17])[CH2:12][CH2:13][OH:14], predict the reaction product. The product is: [OH:14][CH2:13][CH2:12][N:11]([C:2]1[CH:7]=[CH:6][C:5]([N+:8]([O-:10])=[O:9])=[CH:4][CH:3]=1)[CH2:15][CH2:16][OH:17]. (2) Given the reactants [C:1]([C:5]1[CH:18]=[CH:17][CH:16]=[CH:15][C:6]=1[O:7][C:8]1[CH:13]=[CH:12][CH:11]=[CH:10][C:9]=1[NH2:14])([CH3:4])([CH3:3])[CH3:2].[C:19](C1NC=CN=1)(C1NC=CN=1)=[S:20], predict the reaction product. The product is: [C:1]([C:5]1[CH:18]=[CH:17][CH:16]=[CH:15][C:6]=1[O:7][C:8]1[CH:13]=[CH:12][CH:11]=[CH:10][C:9]=1[N:14]=[C:19]=[S:20])([CH3:4])([CH3:2])[CH3:3]. (3) The product is: [CH3:2][CH2:1][C@@H:3]1[S:4][C:5]2([CH2:13][CH2:12][N:11]([CH3:14])[CH2:10][CH2:9]2)[NH:6][C:7]1=[O:8]. Given the reactants [CH2:1]([CH:3]1[C:7](=[O:8])[NH:6][C:5]2([CH2:13][CH2:12][N:11]([CH3:14])[CH2:10][CH2:9]2)[S:4]1)[CH3:2].SC(CC)C(O)=O.N, predict the reaction product. (4) Given the reactants [CH3:1][C:2]1[N:3]([C:8]2[N:13]=[CH:12][C:11]([C@@H:14]([OH:36])[CH2:15][N:16]([CH2:24][C@H:25]3[CH2:34][CH2:33][C:32]4[C:27](=[CH:28][CH:29]=[C:30]([I:35])[CH:31]=4)[O:26]3)[C:17](=[O:23])[O:18][C:19]([CH3:22])([CH3:21])[CH3:20])=[CH:10][CH:9]=2)[C:4]([CH3:7])=[CH:5][CH:6]=1.[CH3:37][C:38]([Si:41](Cl)([CH3:43])[CH3:42])([CH3:40])[CH3:39].N1C=CN=C1.C([O-])(O)=O.[Na+], predict the reaction product. The product is: [Si:41]([O:36][C@H:14]([C:11]1[CH:12]=[N:13][C:8]([N:3]2[C:4]([CH3:7])=[CH:5][CH:6]=[C:2]2[CH3:1])=[CH:9][CH:10]=1)[CH2:15][N:16]([CH2:24][C@H:25]1[CH2:34][CH2:33][C:32]2[C:27](=[CH:28][CH:29]=[C:30]([I:35])[CH:31]=2)[O:26]1)[C:17](=[O:23])[O:18][C:19]([CH3:22])([CH3:21])[CH3:20])([C:38]([CH3:40])([CH3:39])[CH3:37])([CH3:43])[CH3:42]. (5) Given the reactants [CH2:1]([C:4]1[CH:15]=[CH:14][C:7]2[O:8][CH:9]([C:11](=[O:13])[CH3:12])[O:10][C:6]=2[CH:5]=1)CC.[CH2:16]([Li])C, predict the reaction product. The product is: [CH3:1][C:4]1[CH:15]=[CH:14][C:7]2[O:8][CH:9]([C:11](=[O:13])[CH2:12][CH3:16])[O:10][C:6]=2[CH:5]=1. (6) Given the reactants [Si:1]([O:8][CH2:9][CH2:10][CH2:11]/[CH:12]=[CH:13]/[C:14]([OH:16])=O)([C:4]([CH3:7])([CH3:6])[CH3:5])([CH3:3])[CH3:2].CN(C(ON1N=NC2C=CC=NC1=2)=[N+](C)C)C.F[P-](F)(F)(F)(F)F.CCN(C(C)C)C(C)C.[NH2:50][C:51]1[CH:56]=[CH:55][CH:54]=[CH:53][C:52]=1[NH:57][C:58](=[O:64])[O:59][C:60]([CH3:63])([CH3:62])[CH3:61], predict the reaction product. The product is: [C:60]([O:59][C:58](=[O:64])[NH:57][C:52]1[CH:53]=[CH:54][CH:55]=[CH:56][C:51]=1[NH:50][C:14](=[O:16])[CH2:13]/[CH:12]=[CH:11]/[CH2:10][CH2:9][O:8][Si:1]([C:4]([CH3:5])([CH3:6])[CH3:7])([CH3:2])[CH3:3])([CH3:63])([CH3:61])[CH3:62].